This data is from Experimentally validated miRNA-target interactions with 360,000+ pairs, plus equal number of negative samples. The task is: Binary Classification. Given a miRNA mature sequence and a target amino acid sequence, predict their likelihood of interaction. (1) Result: 0 (no interaction). The miRNA is hsa-miR-6798-3p with sequence CUACCCCCCAUCCCCCUGUAG. The protein sequence of the target gene is MAAAGRLPSSWALFSPLLAGLALLGVGPVPARALHNVTAELFGAEAWGTLAAFGDLNSDKQTDLFVLRERNDLIVFLADQNAPYFKPKVKVSFKNHSALITSVVPGDYDGDSQMDVLLTYLPKNYAKSELGAVIFWGQNQTLDPNNMTILNRTFQDEPLIMDFNGDLIPDIFGITNESNQPQILLGGNLSWHPALTTTSKMRIPHSHAFIDLTEDFTADLFLTTLNATTSTFQFEIWENLDGNFSVSTILEKPQNMMVVGQSAFADFDGDGHMDHLLPGCEDKNCQKSTIYLVRSGMKQW.... (2) The miRNA is hsa-miR-199a-5p with sequence CCCAGUGUUCAGACUACCUGUUC. The protein sequence of the target gene is MSGPRAGFYRQELNKTVWEVPQRLQGLRPVGSGAYGSVCSAYDARLRQKVAVKKLSRPFQSLIHARRTYRELRLLKHLKHENVIGLLDVFTPATSIEDFSEVYLVTTLMGADLNNIVKCQALSDEHVQFLVYQLLRGLKYIHSAGIIHRDLKPSNVAVNEDCELRILDFGLARQADEEMTGYVATRWYRAPEIMLNWMHYNQTVDIWSVGCIMAELLQGKALFPGNDYIDQLKRIMEVVGTPSPEVLAKISSEHARTYIQSLPPMPQKDLSSVFHGANPLAIDLLGRMLVLDSDQRVSAA.... Result: 0 (no interaction). (3) The miRNA is rno-miR-7b with sequence UGGAAGACUUGUGAUUUUGUUGU. The protein sequence of the target gene is MFDTTPHSGRSSPSSSPSLRKRLQLLPPIRPPPASEPEPGTMVEKGSDSSSEKSGVSGTLSTQSLGSRNFIRNSKKMQSWYSMLCPTYKQRNEDFRKLFSKLPEAERLIVDYSCALQREILLQGRLYLSENWICFYSNIFRWETTISIQLKEVTCLKKEKTAKLIPNAIQICTESEKHFFTSFGARDRCFLLIFRLWQNALLEKTLSPRELWHLVHQCYGSELGLTSEDEDYVCPLQLNGLGSPKEVGDVIALSDISPSGAADHSQEPSPVGSRRGRVTPNLSRASSDADHGAEEDKEEQ.... Result: 0 (no interaction).